Dataset: Reaction yield outcomes from USPTO patents with 853,638 reactions. Task: Predict the reaction yield, written as a fraction of the theoretical maximum amount of product (1.0 means a 100% yield; for example, 0.34 means a 34% yield). (1) The reactants are [F:1][C:2]([F:19])([F:18])[C:3]1[CH:8]=[CH:7][CH:6]=[C:5]([O:9][C:10]2[CH:15]=[CH:14][C:13]([CH:16]=[CH2:17])=[CH:12][CH:11]=2)[N:4]=1.B1C2CCCC1CCC2.[OH-:29].[Na+].OO. The catalyst is C1COCC1. The product is [F:19][C:2]([F:1])([F:18])[C:3]1[N:4]=[C:5]([O:9][C:10]2[CH:15]=[CH:14][C:13]([CH2:16][CH2:17][OH:29])=[CH:12][CH:11]=2)[CH:6]=[CH:7][CH:8]=1. The yield is 0.930. (2) The reactants are [O:1]1[C:5]2[CH:6]=[CH:7][C:8]([C:10]3([C:13]([NH:15][C:16]4[CH:21]=[C:20]([C:22]5[CH:27]=[CH:26][C:25]([C:28](=[O:32])[N:29]([CH3:31])[CH3:30])=[CH:24][CH:23]=5)[C:19]([C:33]([O:35]C)=[O:34])=[CH:18][CH:17]=4)=[O:14])[CH2:12][CH2:11]3)=[CH:9][C:4]=2[O:3][CH2:2]1. The catalyst is CN(C=O)C.C([O-])([O-])=O.[K+].[K+]. The product is [O:1]1[C:5]2[CH:6]=[CH:7][C:8]([C:10]3([C:13]([NH:15][C:16]4[CH:21]=[C:20]([C:22]5[CH:27]=[CH:26][C:25]([C:28](=[O:32])[N:29]([CH3:31])[CH3:30])=[CH:24][CH:23]=5)[C:19]([C:33]([OH:35])=[O:34])=[CH:18][CH:17]=4)=[O:14])[CH2:12][CH2:11]3)=[CH:9][C:4]=2[O:3][CH2:2]1. The yield is 0.0800. (3) The reactants are [NH2:1][C:2]1[CH:7]=[CH:6][C:5]([S:8]([NH:11][C:12]2[CH:13]=[CH:14][C:15]3[CH2:19][O:18][B:17]([OH:20])[C:16]=3[CH:21]=2)(=[O:10])=[O:9])=[C:4]([CH2:22][NH2:23])[CH:3]=1.Cl[C:25]([O:27][CH:28]([CH3:30])[CH3:29])=[O:26]. The catalyst is C1COCC1. The product is [NH2:1][C:2]1[CH:7]=[CH:6][C:5]([S:8](=[O:9])(=[O:10])[NH:11][C:12]2[CH:13]=[CH:14][C:15]3[CH2:19][O:18][B:17]([OH:20])[C:16]=3[CH:21]=2)=[C:4]([CH:3]=1)[CH2:22][NH:23][C:25](=[O:26])[O:27][CH:28]([CH3:30])[CH3:29]. The yield is 0.430.